Dataset: Buchwald-Hartwig C-N cross coupling reaction yields with 55,370 reactions. Task: Predict the reaction yield, written as a fraction of the theoretical maximum amount of product (1.0 means a 100% yield; for example, 0.34 means a 34% yield). (1) The reactants are Ic1cccnc1.Cc1ccc(N)cc1.O=S(=O)(O[Pd]1c2ccccc2-c2ccccc2N~1)C(F)(F)F.CC(C)c1cc(C(C)C)c(-c2ccccc2P(C(C)(C)C)C(C)(C)C)c(C(C)C)c1.CCN=P(N=P(N(C)C)(N(C)C)N(C)C)(N(C)C)N(C)C.c1ccc(-c2cnoc2)cc1. No catalyst specified. The product is Cc1ccc(Nc2cccnc2)cc1. The yield is 0.706. (2) No catalyst specified. The product is CCc1ccc(Nc2ccc(C)cc2)cc1. The yield is 0.716. The reactants are CCc1ccc(Br)cc1.Cc1ccc(N)cc1.O=S(=O)(O[Pd]1c2ccccc2-c2ccccc2N~1)C(F)(F)F.CC(C)c1cc(C(C)C)c(-c2ccccc2P(C(C)(C)C)C(C)(C)C)c(C(C)C)c1.CN1CCCN2CCCN=C12.Cc1cc(-n2cccc2)no1. (3) The product is Cc1ccc(Nc2ccc(C(F)(F)F)cc2)cc1. The reactants are FC(F)(F)c1ccc(Cl)cc1.Cc1ccc(N)cc1.O=S(=O)(O[Pd]1c2ccccc2-c2ccccc2N~1)C(F)(F)F.CC(C)c1cc(C(C)C)c(-c2ccccc2P(C(C)(C)C)C(C)(C)C)c(C(C)C)c1.CN1CCCN2CCCN=C12.c1ccc(-c2cnoc2)cc1. No catalyst specified. The yield is 0.261. (4) The reactants are CCc1ccc(I)cc1.Cc1ccc(N)cc1.O=S(=O)(O[Pd]1c2ccccc2-c2ccccc2N~1)C(F)(F)F.COc1ccc(OC)c(P([C@]23C[C@H]4C[C@H](C[C@H](C4)C2)C3)[C@]23C[C@H]4C[C@H](C[C@H](C4)C2)C3)c1-c1c(C(C)C)cc(C(C)C)cc1C(C)C.CN(C)C(=NC(C)(C)C)N(C)C.COC(=O)c1cc(-c2cccs2)on1. No catalyst specified. The product is CCc1ccc(Nc2ccc(C)cc2)cc1. The yield is 0.579. (5) The reactants are FC(F)(F)c1ccc(Cl)cc1.Cc1ccc(N)cc1.O=S(=O)(O[Pd]1c2ccccc2-c2ccccc2N~1)C(F)(F)F.CC(C)c1cc(C(C)C)c(-c2ccccc2P(C2CCCCC2)C2CCCCC2)c(C(C)C)c1.CN(C)C(=NC(C)(C)C)N(C)C.Cc1cc(-n2cccc2)no1. No catalyst specified. The product is Cc1ccc(Nc2ccc(C(F)(F)F)cc2)cc1. The yield is 0.194.